Dataset: Forward reaction prediction with 1.9M reactions from USPTO patents (1976-2016). Task: Predict the product of the given reaction. Given the reactants [C:1]([C:5]1[CH:14]=[CH:13][C:8]([C:9](OC)=[O:10])=[CH:7][C:6]=1[CH:15]([CH3:17])[CH3:16])([CH3:4])([CH3:3])[CH3:2].[H-].[H-].[H-].[H-].[Li+].[Al+3], predict the reaction product. The product is: [C:1]([C:5]1[CH:14]=[CH:13][C:8]([CH2:9][OH:10])=[CH:7][C:6]=1[CH:15]([CH3:17])[CH3:16])([CH3:4])([CH3:3])[CH3:2].